From a dataset of Forward reaction prediction with 1.9M reactions from USPTO patents (1976-2016). Predict the product of the given reaction. (1) Given the reactants [Cl:1][C:2]1[C:3]([C:25]2[S:29][C:28]([C:30]3([O:34]COC)[CH2:33][CH2:32][CH2:31]3)=[N:27][CH:26]=2)=[C:4]2[CH:10]=[C:9]([C:11]3[CH:16]=[CH:15][C:14]([NH:17][C:18](=[O:23])[CH2:19][N:20]([CH3:22])[CH3:21])=[C:13]([F:24])[CH:12]=3)[NH:8][C:5]2=[N:6][CH:7]=1.ClC1C(C2SC(C3(OCOC)CCC3)=NC=2)=C2C=C(C3N=C(C4CCCN(C(OC(C)(C)C)=O)C4)ON=3)NC2=NC=1, predict the reaction product. The product is: [Cl:1][C:2]1[C:3]([C:25]2[S:29][C:28]([C:30]3([OH:34])[CH2:31][CH2:32][CH2:33]3)=[N:27][CH:26]=2)=[C:4]2[CH:10]=[C:9]([C:11]3[CH:16]=[CH:15][C:14]([NH:17][C:18](=[O:23])[CH2:19][N:20]([CH3:22])[CH3:21])=[C:13]([F:24])[CH:12]=3)[NH:8][C:5]2=[N:6][CH:7]=1. (2) Given the reactants [Br:1][C:2]1[CH:3]=[N:4][CH:5]=[C:6]2[C:11]=1[N:10]=[C:9]([C:12]([OH:14])=O)[C:8]([CH3:15])=[CH:7]2.[CH3:16][N:17]1CCOCC1.F[B-](F)(F)F.N1(OC(N(C)C)=[N+](C)C)C2C=CC=CC=2N=N1.CN.O1CCCC1, predict the reaction product. The product is: [CH3:16][NH:17][C:12]([C:9]1[C:8]([CH3:15])=[CH:7][C:6]2[C:11](=[C:2]([Br:1])[CH:3]=[N:4][CH:5]=2)[N:10]=1)=[O:14]. (3) Given the reactants [CH2:1]([N:8]1[C:16]2[C:11](=[CH:12][C:13]([C:17]3[CH:22]=[CH:21][C:20]([OH:23])=[CH:19][CH:18]=3)=[CH:14][CH:15]=2)[C:10]([CH2:24][C:25]2[CH:30]=[CH:29][CH:28]=[CH:27][CH:26]=2)=[C:9]1[CH3:31])[C:2]1[CH:7]=[CH:6][CH:5]=[CH:4][CH:3]=1.C([O-])([O-])=O.[K+].[K+].Br[CH2:39][C:40]([O:42][CH3:43])=[O:41], predict the reaction product. The product is: [CH3:43][O:42][C:40](=[O:41])[CH2:39][O:23][C:20]1[CH:21]=[CH:22][C:17]([C:13]2[CH:12]=[C:11]3[C:16](=[CH:15][CH:14]=2)[N:8]([CH2:1][C:2]2[CH:3]=[CH:4][CH:5]=[CH:6][CH:7]=2)[C:9]([CH3:31])=[C:10]3[CH2:24][C:25]2[CH:30]=[CH:29][CH:28]=[CH:27][CH:26]=2)=[CH:18][CH:19]=1. (4) Given the reactants [F:1][C:2]1[CH:7]=[CH:6][C:5]([N:8]2[C:12]3([CH2:17][CH2:16][NH:15][CH2:14][CH2:13]3)[C:11](=[O:18])[N:10]([CH2:19][C:20]3[CH:32]=[CH:31][CH:30]=[CH:29][C:21]=3[C:22]([O:24][C:25]([CH3:28])([CH3:27])[CH3:26])=[O:23])[CH2:9]2)=[CH:4][CH:3]=1.[I-].[Na+].C(=O)([O-])[O-].[K+].[K+].Cl[CH2:42][CH2:43][CH2:44][N:45]1[C:53]2[C:48](=[CH:49][CH:50]=[CH:51][CH:52]=2)[C:47]([F:55])([CH3:54])[C:46]1=[O:56], predict the reaction product. The product is: [F:55][C:47]1([CH3:54])[C:48]2[C:53](=[CH:52][CH:51]=[CH:50][CH:49]=2)[N:45]([CH2:44][CH2:43][CH2:42][N:15]2[CH2:14][CH2:13][C:12]3([N:8]([C:5]4[CH:6]=[CH:7][C:2]([F:1])=[CH:3][CH:4]=4)[CH2:9][N:10]([CH2:19][C:20]4[CH:32]=[CH:31][CH:30]=[CH:29][C:21]=4[C:22]([O:24][C:25]([CH3:28])([CH3:26])[CH3:27])=[O:23])[C:11]3=[O:18])[CH2:17][CH2:16]2)[C:46]1=[O:56].